This data is from Forward reaction prediction with 1.9M reactions from USPTO patents (1976-2016). The task is: Predict the product of the given reaction. (1) Given the reactants CC1(C)C(C)(C)OB([C:9]2[C:10]([F:25])=[C:11]([C:16]3[C:17]([C:23]#[N:24])=[CH:18][C:19]([F:22])=[CH:20][CH:21]=3)[C:12]([F:15])=[CH:13][CH:14]=2)O1.Br[C:28]1[N:32]2[N:33]=[CH:34][C:35]([C:37]([F:40])([CH3:39])[CH3:38])=[N:36][C:31]2=[N:30][CH:29]=1, predict the reaction product. The product is: [F:40][C:37]([C:35]1[CH:34]=[N:33][N:32]2[C:28]([C:9]3[C:10]([F:25])=[C:11]([C:16]4[C:17]([C:23]#[N:24])=[CH:18][C:19]([F:22])=[CH:20][CH:21]=4)[C:12]([F:15])=[CH:13][CH:14]=3)=[CH:29][N:30]=[C:31]2[N:36]=1)([CH3:39])[CH3:38]. (2) Given the reactants [F:1][C:2]([F:21])([F:20])[C:3]([C:6]1[CH:7]=[C:8]2[C:13](=[CH:14][CH:15]=1)[CH:12]=[C:11]([C:16]([O:18]C)=[O:17])[CH:10]=[CH:9]2)([OH:5])[CH3:4].[OH-].[Na+].Cl, predict the reaction product. The product is: [F:1][C:2]([F:20])([F:21])[C:3]([C:6]1[CH:7]=[C:8]2[C:13](=[CH:14][CH:15]=1)[CH:12]=[C:11]([C:16]([OH:18])=[O:17])[CH:10]=[CH:9]2)([OH:5])[CH3:4]. (3) Given the reactants [Br:1][C:2]1[CH:16]=[CH:15][C:5]2[C:6]3[N:7]([CH:11]=[C:12](I)[N:13]=3)[CH2:8][CH2:9][O:10][C:4]=2[CH:3]=1.[CH:17]([NH2:19])=[O:18].C[CH2:21][O:22]C(C)=O, predict the reaction product. The product is: [Br:1][C:2]1[CH:16]=[CH:15][C:5]2[C:6]3[N:7]([CH:11]=[C:12]([C:17]([NH:19][CH:21]=[O:22])=[O:18])[N:13]=3)[CH2:8][CH2:9][O:10][C:4]=2[CH:3]=1. (4) Given the reactants [C:1]([C:3]1[CH:4]=[C:5]([C:9]2[CH:15]=[CH:14][CH:13]=[CH:12][C:10]=2[NH2:11])[CH:6]=[CH:7][CH:8]=1)#[N:2].N1C=CC=CC=1.[CH3:22][N:23]1[CH:27]=[C:26]([C:28](Cl)=[O:29])[C:25]([C:31]([F:34])([F:33])[F:32])=[N:24]1.O1CCCC1, predict the reaction product. The product is: [CH3:22][N:23]1[CH:27]=[C:26]([C:28]([NH:11][C:10]2[CH:12]=[CH:13][CH:14]=[CH:15][C:9]=2[C:5]2[CH:6]=[CH:7][CH:8]=[C:3]([C:1]#[N:2])[CH:4]=2)=[O:29])[C:25]([C:31]([F:32])([F:33])[F:34])=[N:24]1.